Dataset: Catalyst prediction with 721,799 reactions and 888 catalyst types from USPTO. Task: Predict which catalyst facilitates the given reaction. (1) Reactant: F[C:2]1[CH:12]=[CH:11][C:5]([C:6]([O:8][CH2:9][CH3:10])=[O:7])=[CH:4][CH:3]=1.[O:13]1[C:17]2([CH2:22][CH2:21][NH:20][CH2:19][CH2:18]2)[O:16][CH2:15][CH2:14]1.C(=O)([O-])[O-].[K+].[K+]. Product: [O:13]1[C:17]2([CH2:22][CH2:21][N:20]([C:2]3[CH:12]=[CH:11][C:5]([C:6]([O:8][CH2:9][CH3:10])=[O:7])=[CH:4][CH:3]=3)[CH2:19][CH2:18]2)[O:16][CH2:15][CH2:14]1. The catalyst class is: 80. (2) Reactant: CN(C(ON1N=N[C:11]2[CH:12]=[CH:13][CH:14]=N[C:10]1=2)=[N+](C)C)C.F[P-](F)(F)(F)(F)F.[NH2:25][CH:26]([C:32]([C:34]1[CH:39]=[CH:38][C:37]([Br:40])=[CH:36][CH:35]=1)=[O:33])[CH2:27][C:28]([O:30][CH3:31])=[O:29].[C:41]([N:48]1[CH2:55][CH2:54][CH2:53][C@H:49]1[C:50]([OH:52])=[O:51])([O:43][C:44]([CH3:47])([CH3:46])[CH3:45])=[O:42].[CH3:56]CN(C(C)C)C(C)C.C([O-])(O)=O.[Na+]. Product: [CH2:31]([O:30][C:28](=[O:29])[CH2:27][CH:26]([NH:25][C:50]([C@@H:49]1[CH2:53][CH2:54][CH2:55][N:48]1[C:41]([O:43][C:44]([CH3:45])([CH3:46])[CH3:47])=[O:42])=[O:52])[C:32]([C:34]1[CH:35]=[CH:36][C:37]([Br:40])=[CH:38][CH:39]=1)=[O:33])[C:10]1[CH:56]=[CH:14][CH:13]=[CH:12][CH:11]=1.[CH3:31][O:30][C:28](=[O:29])[CH2:27][CH:26]([NH:25][C:50]([C@@H:49]1[CH2:53][CH2:54][CH2:55][N:48]1[C:41]([O:43][C:44]([CH3:47])([CH3:46])[CH3:45])=[O:42])=[O:51])[C:32]([C:34]1[CH:35]=[CH:36][C:37]([Br:40])=[CH:38][CH:39]=1)=[O:33]. The catalyst class is: 248. (3) Reactant: [CH3:1][N:2]([CH3:16])[C:3]1[S:4][C@H:5]2[O:11][C@H:10]([CH2:12][OH:13])[C@@H:9]([OH:14])[C@H:8]([OH:15])[C@H:6]2[N:7]=1.[C:17](Cl)(=[O:24])[C:18]1[CH:23]=[CH:22][CH:21]=[CH:20][CH:19]=1. Product: [C:17]([O:13][CH2:12][C@H:10]1[O:11][C@H:5]2[C@H:6]([N:7]=[C:3]([N:2]([CH3:16])[CH3:1])[S:4]2)[C@@H:8]([OH:15])[C@@H:9]1[OH:14])(=[O:24])[C:18]1[CH:23]=[CH:22][CH:21]=[CH:20][CH:19]=1. The catalyst class is: 529. (4) The catalyst class is: 191. Product: [CH:1]1([C:7]2[C:15]3[C:10](=[CH:11][C:12]([C:16]([O:18][CH3:19])=[O:17])=[CH:13][CH:14]=3)[N:9]([CH2:20][C:21]([N:23]([CH3:24])[CH3:25])=[O:22])[C:8]=2[C:26]2[O:27][CH:46]=[N:45][CH:44]=2)[CH2:2][CH2:3][CH2:4][CH2:5][CH2:6]1. Reactant: [CH:1]1([C:7]2[C:15]3[C:10](=[CH:11][C:12]([C:16]([O:18][CH3:19])=[O:17])=[CH:13][CH:14]=3)[N:9]([CH2:20][C:21]([N:23]([CH3:25])[CH3:24])=[O:22])[C:8]=2[CH:26]=[O:27])[CH2:6][CH2:5][CH2:4][CH2:3][CH2:2]1.C([O-])([O-])=O.[K+].[K+].S([CH2:44][N+:45]#[C-:46])(C1C=CC(C)=CC=1)(=O)=O. (5) Reactant: Cl[C:2]1[CH:7]=[C:6]([NH:8][CH2:9][CH:10]=[CH2:11])[C:5]([Cl:12])=[C:4]([C:13]([O:15][CH3:16])=[O:14])[N:3]=1.[F-:17].[Cs+].[CH2:19]([CH2:22][O:23][CH3:24])OC. Product: [Cl:12][C:5]1[C:6]([NH:8][CH2:9][CH:10]=[CH2:11])=[CH:7][C:2]([C:2]2[CH:7]=[CH:6][C:5]([Cl:12])=[C:22]([O:23][CH3:24])[C:19]=2[F:17])=[N:3][C:4]=1[C:13]([O:15][CH3:16])=[O:14]. The catalyst class is: 46.